This data is from Full USPTO retrosynthesis dataset with 1.9M reactions from patents (1976-2016). The task is: Predict the reactants needed to synthesize the given product. Given the product [C:17]([C:10]1[CH:9]=[CH:8][C:3]([C:4]([O:6][CH3:7])=[O:5])=[C:2]([CH3:1])[N:11]=1)#[N:18], predict the reactants needed to synthesize it. The reactants are: [CH3:1][C:2]1[N:11]=[CH:10][CH:9]=[CH:8][C:3]=1[C:4]([O:6][CH3:7])=[O:5].C(C1C=C[N:18]=[C:17](CN)C=1)(C)C.